Dataset: Forward reaction prediction with 1.9M reactions from USPTO patents (1976-2016). Task: Predict the product of the given reaction. (1) Given the reactants [Cl:1][C:2]1[C:3]([F:31])=[C:4]([CH:8]2[C:12]([C:15]3[CH:20]=[CH:19][C:18]([Cl:21])=[CH:17][C:16]=3[F:22])([C:13]#[N:14])[CH:11]([CH2:23][C:24]([CH3:27])([CH3:26])[CH3:25])[NH:10][CH:9]2[C:28]([OH:30])=O)[CH:5]=[CH:6][CH:7]=1.CN(C(ON1N=NC2C=CC=NC1=2)=[N+](C)C)C.F[P-](F)(F)(F)(F)F.CCN(C(C)C)C(C)C.[CH3:65][S:66][C:67]1[CH:72]=[CH:71][C:70]([NH2:73])=[CH:69][CH:68]=1, predict the reaction product. The product is: [CH3:65][S:66][C:67]1[CH:72]=[CH:71][C:70]([NH:73][C:28]([CH:9]2[CH:8]([C:4]3[CH:5]=[CH:6][CH:7]=[C:2]([Cl:1])[C:3]=3[F:31])[C:12]([C:15]3[CH:20]=[CH:19][C:18]([Cl:21])=[CH:17][C:16]=3[F:22])([C:13]#[N:14])[CH:11]([CH2:23][C:24]([CH3:26])([CH3:27])[CH3:25])[NH:10]2)=[O:30])=[CH:69][CH:68]=1. (2) Given the reactants C([O:8][C:9]1[CH:14]=[CH:13][C:12]([CH2:15][OH:16])=[CH:11][C:10]=1[C@@H:17]([C:27]1[CH:32]=[CH:31][CH:30]=[CH:29][CH:28]=1)[CH2:18][CH2:19][N:20]([CH:24]([CH3:26])[CH3:25])[CH:21]([CH3:23])[CH3:22])C1C=CC=CC=1.CO.C1(C)C=CC=CC=1, predict the reaction product. The product is: [CH:24]([N:20]([CH:21]([CH3:23])[CH3:22])[CH2:19][CH2:18][C@@H:17]([C:10]1[CH:11]=[C:12]([CH2:15][OH:16])[CH:13]=[CH:14][C:9]=1[OH:8])[C:27]1[CH:32]=[CH:31][CH:30]=[CH:29][CH:28]=1)([CH3:26])[CH3:25]. (3) Given the reactants [CH3:1][O:2][C:3]1[CH:4]=[C:5]2[C:10](=[CH:11][C:12]=1[O:13][CH3:14])[N:9]=[CH:8][N:7]=[C:6]2[N:15]1[CH2:20][CH2:19][C:18]2[CH:21]=[N:22][NH:23][C:17]=2[CH2:16]1.[C:24]1(B(O)O)[CH:29]=[CH:28][CH:27]=[CH:26][CH:25]=1.C(N(CC)CC)C.N1C=CC=CC=1, predict the reaction product. The product is: [CH3:1][O:2][C:3]1[CH:4]=[C:5]2[C:10](=[CH:11][C:12]=1[O:13][CH3:14])[N:9]=[CH:8][N:7]=[C:6]2[N:15]1[CH2:20][CH2:19][C:18]2[CH:21]=[N:22][N:23]([C:24]3[CH:29]=[CH:28][CH:27]=[CH:26][CH:25]=3)[C:17]=2[CH2:16]1. (4) The product is: [CH3:7][C:8]1([CH3:27])[C:12](=[O:13])[C:11]2[C:14]([CH3:26])=[C:15]([N:20]3[CH2:21][CH2:22][N:23]([C:28]([O:30][C:31]([CH3:34])([CH3:33])[CH3:32])=[O:29])[CH2:24][CH2:25]3)[C:16]([CH3:19])=[C:17]([CH3:18])[C:10]=2[O:9]1. Given the reactants CC(C)([O-])C.[Na+].[CH3:7][C:8]1([CH3:27])[C:12](=[O:13])[C:11]2[C:14]([CH3:26])=[C:15]([N:20]3[CH2:25][CH2:24][NH:23][CH2:22][CH2:21]3)[C:16]([CH3:19])=[C:17]([CH3:18])[C:10]=2[O:9]1.[C:28](N1CCNCC1)([O:30][C:31]([CH3:34])([CH3:33])[CH3:32])=[O:29].C1C=CC(P(C2C(C3C(P(C4C=CC=CC=4)C4C=CC=CC=4)=CC=C4C=3C=CC=C4)=C3C(C=CC=C3)=CC=2)C2C=CC=CC=2)=CC=1, predict the reaction product. (5) Given the reactants [O:1]1[CH2:6][CH2:5][CH2:4][CH2:3][CH:2]1[O:7][CH2:8][C:9]#[C:10][C:11]1[CH:12]=[C:13]2[C:17](=[CH:18][CH:19]=1)[C:16](=[O:20])[O:15][CH2:14]2.[H][H], predict the reaction product. The product is: [O:1]1[CH2:6][CH2:5][CH2:4][CH2:3][CH:2]1[O:7][CH2:8][CH2:9][CH2:10][C:11]1[CH:12]=[C:13]2[C:17](=[CH:18][CH:19]=1)[C:16](=[O:20])[O:15][CH2:14]2. (6) Given the reactants [CH3:1][C:2]1[N:6]=[C:5]([CH2:7][CH:8]2[CH2:13][CH2:12][CH:11]([C:14]3[S:15][C:16]([C:19]4[CH:25]=[CH:24][C:22]([NH2:23])=[CH:21][CH:20]=4)=[CH:17][N:18]=3)[CH2:10][CH2:9]2)[O:4][N:3]=1.[Cl:26][C:27]1[CH:35]=[CH:34][CH:33]=[CH:32][C:28]=1[C:29](Cl)=[O:30], predict the reaction product. The product is: [Cl:26][C:27]1[CH:35]=[CH:34][CH:33]=[CH:32][C:28]=1[C:29]([NH:23][C:22]1[CH:21]=[CH:20][C:19]([C:16]2[S:15][C:14]([CH:11]3[CH2:12][CH2:13][CH:8]([CH2:7][C:5]4[O:4][N:3]=[C:2]([CH3:1])[N:6]=4)[CH2:9][CH2:10]3)=[N:18][CH:17]=2)=[CH:25][CH:24]=1)=[O:30].